Dataset: Forward reaction prediction with 1.9M reactions from USPTO patents (1976-2016). Task: Predict the product of the given reaction. (1) The product is: [CH:16]1([N:7]2[CH2:8][C:9]([CH3:15])([CH3:14])[C:10](=[O:13])[N:11]([CH3:12])[C:5]3[CH:4]=[N:3][C:2]([S:22][C:23]4[CH:31]=[CH:30][C:26]([C:27]([OH:29])=[O:28])=[CH:25][CH:24]=4)=[N:21][C:6]2=3)[CH2:20][CH2:19][CH2:18][CH2:17]1. Given the reactants Cl[C:2]1[N:3]=[CH:4][C:5]2[N:11]([CH3:12])[C:10](=[O:13])[C:9]([CH3:15])([CH3:14])[CH2:8][N:7]([CH:16]3[CH2:20][CH2:19][CH2:18][CH2:17]3)[C:6]=2[N:21]=1.[SH:22][C:23]1[CH:31]=[CH:30][C:26]([C:27]([OH:29])=[O:28])=[CH:25][CH:24]=1, predict the reaction product. (2) The product is: [C:1]([O:4][C@@H:5]([CH2:12]/[CH:13]=[CH:14]\[CH2:15][CH2:16][CH2:17][CH2:18][CH2:19][CH2:20][CH2:21][CH:22]([O:33][C:44]([O:43][CH2:41][CH:55]1[CH2:56][CH2:57][CH2:58][N:53]([CH3:52])[CH2:54]1)=[O:50])[CH2:23][CH2:24][CH2:25][CH2:26][CH2:27][CH2:28][CH2:29][CH2:30][CH2:31][CH3:32])[CH2:6][CH2:7][CH2:8][CH2:9][CH2:10][CH3:11])(=[O:3])[CH3:2]. Given the reactants [C:1]([O:4][C@@H:5]([CH2:12]/[CH:13]=[CH:14]\[CH2:15][CH2:16][CH2:17][CH2:18][CH2:19][CH2:20][CH2:21][CH:22]([OH:33])[CH2:23][CH2:24][CH2:25][CH2:26][CH2:27][CH2:28][CH2:29][CH2:30][CH2:31][CH3:32])[CH2:6][CH2:7][CH2:8][CH2:9][CH2:10][CH3:11])(=[O:3])[CH3:2].N1C=CC=CC=1.Cl[C:41](Cl)([O:43][C:44](=[O:50])OC(Cl)(Cl)Cl)Cl.[CH3:52][N:53]1[CH2:58][CH2:57][CH2:56][CH:55](CO)[CH2:54]1, predict the reaction product. (3) Given the reactants [Br:1][C:2]1[CH:10]=[CH:9][C:8]2[C:4](=[C:5]3[NH:14][C:13]([CH:15]4[CH2:20][CH2:19][N:18](C(OC(C)(C)C)=O)[CH2:17][CH2:16]4)=[CH:12][C:11](=[O:28])[N:6]3[N:7]=2)[CH:3]=1.[ClH:29], predict the reaction product. The product is: [ClH:29].[Br:1][C:2]1[CH:10]=[CH:9][C:8]2[C:4](=[C:5]3[NH:6][C:11](=[O:28])[CH:12]=[C:13]([CH:15]4[CH2:20][CH2:19][NH:18][CH2:17][CH2:16]4)[N:14]3[N:7]=2)[CH:3]=1. (4) Given the reactants [CH3:1][NH:2][CH2:3][CH2:4][N:5]1[C:11]2[CH:12]=[CH:13][CH:14]=[CH:15][C:10]=2[CH2:9][O:8][C:7]2[CH:16]=[CH:17][CH:18]=[CH:19][C:6]1=2.S(O[CH2:25][CH2:26][C:27]1[CH:32]=[CH:31][C:30]([Cl:33])=[CH:29][CH:28]=1)(=O)(=O)C.C(=O)([O-])[O-].[Na+].[Na+].[I-].[Na+], predict the reaction product. The product is: [Cl:33][C:30]1[CH:31]=[CH:32][C:27]([CH2:26][CH2:25][N:2]([CH2:3][CH2:4][N:5]2[C:11]3[CH:12]=[CH:13][CH:14]=[CH:15][C:10]=3[CH2:9][O:8][C:7]3[CH:16]=[CH:17][CH:18]=[CH:19][C:6]2=3)[CH3:1])=[CH:28][CH:29]=1. (5) Given the reactants [CH2:1]([C:8]1[CH:9]=[N:10][C:11]2[C:16]([C:17]=1[C:18]1[CH:19]=[C:20]([NH2:24])[CH:21]=[CH:22][CH:23]=1)=[CH:15][CH:14]=[CH:13][C:12]=2[C:25]([F:28])([F:27])[F:26])[C:2]1[CH:7]=[CH:6][CH:5]=[CH:4][CH:3]=1.[CH3:29][O:30][C:31]1[CH:32]=[C:33]2[C:38](=[CH:39][CH:40]=1)[CH:37]=[C:36]([CH:41]=O)[CH:35]=[CH:34]2, predict the reaction product. The product is: [CH2:1]([C:8]1[CH:9]=[N:10][C:11]2[C:16]([C:17]=1[C:18]1[CH:19]=[C:20]([NH:24][CH2:41][C:36]3[CH:35]=[CH:34][C:33]4[C:38](=[CH:39][CH:40]=[C:31]([O:30][CH3:29])[CH:32]=4)[CH:37]=3)[CH:21]=[CH:22][CH:23]=1)=[CH:15][CH:14]=[CH:13][C:12]=2[C:25]([F:28])([F:26])[F:27])[C:2]1[CH:3]=[CH:4][CH:5]=[CH:6][CH:7]=1. (6) Given the reactants [OH-].[Na+].[F:3][CH:4]([F:16])[O:5][C:6]1[CH:7]=[CH:8][C:9]([C:12]([O:14]C)=[O:13])=[N:10][CH:11]=1.Cl.[Cl-].[Na+], predict the reaction product. The product is: [F:16][CH:4]([F:3])[O:5][C:6]1[CH:7]=[CH:8][C:9]([C:12]([OH:14])=[O:13])=[N:10][CH:11]=1.